From a dataset of Forward reaction prediction with 1.9M reactions from USPTO patents (1976-2016). Predict the product of the given reaction. (1) Given the reactants [C:1]1([CH2:7][C:8]#N)[CH:6]=[CH:5][CH:4]=[CH:3][CH:2]=1.[H-].[Na+].C[O:13]CCOCCN(CCOCCOC)CCOCCOC.ClC1[CH:40]=[CH:39][C:38]([N+:41]([O-:43])=[O:42])=[C:37]([CH:44]([O:47][CH3:48])[O:45][CH3:46])[CH:36]=1, predict the reaction product. The product is: [CH3:46][O:45][CH:44]([O:47][CH3:48])[C:37]1[CH:36]=[C:8]([C:7]([C:1]2[CH:2]=[CH:3][CH:4]=[CH:5][CH:6]=2)=[O:13])[CH:40]=[CH:39][C:38]=1[N+:41]([O-:43])=[O:42]. (2) Given the reactants [CH3:1][O:2][C:3]1[CH:4]=[C:5]([C:9]([C:14]2[N:22](S(C3C=CC=CC=3)(=O)=O)[C:17]3=[N:18][CH:19]=[CH:20][CH:21]=[C:16]3[CH:15]=2)=[CH:10][CH:11]([CH3:13])[CH3:12])[CH:6]=[CH:7][CH:8]=1.[OH-].[Na+], predict the reaction product. The product is: [CH3:1][O:2][C:3]1[CH:4]=[C:5]([C:9]([C:14]2[NH:22][C:17]3=[N:18][CH:19]=[CH:20][CH:21]=[C:16]3[CH:15]=2)=[CH:10][CH:11]([CH3:13])[CH3:12])[CH:6]=[CH:7][CH:8]=1.